This data is from NCI-60 drug combinations with 297,098 pairs across 59 cell lines. The task is: Regression. Given two drug SMILES strings and cell line genomic features, predict the synergy score measuring deviation from expected non-interaction effect. (1) Drug 1: CCC1(CC2CC(C3=C(CCN(C2)C1)C4=CC=CC=C4N3)(C5=C(C=C6C(=C5)C78CCN9C7C(C=CC9)(C(C(C8N6C=O)(C(=O)OC)O)OC(=O)C)CC)OC)C(=O)OC)O.OS(=O)(=O)O. Drug 2: CC(C)(C#N)C1=CC(=CC(=C1)CN2C=NC=N2)C(C)(C)C#N. Cell line: CAKI-1. Synergy scores: CSS=22.1, Synergy_ZIP=-3.30, Synergy_Bliss=3.19, Synergy_Loewe=-4.24, Synergy_HSA=0.615. (2) Drug 1: C1=CC(=CC=C1CCCC(=O)O)N(CCCl)CCCl. Drug 2: CC=C1C(=O)NC(C(=O)OC2CC(=O)NC(C(=O)NC(CSSCCC=C2)C(=O)N1)C(C)C)C(C)C. Synergy scores: CSS=42.6, Synergy_ZIP=-1.86, Synergy_Bliss=-3.22, Synergy_Loewe=-17.8, Synergy_HSA=-0.767. Cell line: NCI-H460. (3) Drug 1: C1=CC=C(C=C1)NC(=O)CCCCCCC(=O)NO. Drug 2: C(=O)(N)NO. Cell line: ACHN. Synergy scores: CSS=10.4, Synergy_ZIP=-2.62, Synergy_Bliss=-0.583, Synergy_Loewe=-26.8, Synergy_HSA=-2.70. (4) Cell line: UACC-257. Drug 2: CC=C1C(=O)NC(C(=O)OC2CC(=O)NC(C(=O)NC(CSSCCC=C2)C(=O)N1)C(C)C)C(C)C. Synergy scores: CSS=62.4, Synergy_ZIP=-2.74, Synergy_Bliss=-4.92, Synergy_Loewe=-66.8, Synergy_HSA=-4.88. Drug 1: CC(C1=C(C=CC(=C1Cl)F)Cl)OC2=C(N=CC(=C2)C3=CN(N=C3)C4CCNCC4)N. (5) Drug 2: C(CN)CNCCSP(=O)(O)O. Drug 1: C1CCN(CC1)CCOC2=CC=C(C=C2)C(=O)C3=C(SC4=C3C=CC(=C4)O)C5=CC=C(C=C5)O. Cell line: CCRF-CEM. Synergy scores: CSS=3.15, Synergy_ZIP=4.02, Synergy_Bliss=3.34, Synergy_Loewe=-4.72, Synergy_HSA=-4.97. (6) Synergy scores: CSS=40.3, Synergy_ZIP=-2.37, Synergy_Bliss=-0.395, Synergy_Loewe=2.03, Synergy_HSA=2.52. Drug 2: CC1=C(C(CCC1)(C)C)C=CC(=CC=CC(=CC(=O)O)C)C. Cell line: SN12C. Drug 1: CC12CCC3C(C1CCC2=O)CC(=C)C4=CC(=O)C=CC34C.